Task: Predict the reaction yield, written as a fraction of the theoretical maximum amount of product (1.0 means a 100% yield; for example, 0.34 means a 34% yield).. Dataset: Reaction yield outcomes from USPTO patents with 853,638 reactions (1) The reactants are [F:1][C:2]1[CH:7]=[CH:6][CH:5]=[CH:4][C:3]=1[C:8]1[C:12]([C:13]([OH:15])=O)=[C:11]([CH3:16])[O:10][N:9]=1.Cl.C(N=C=NCCCN(C)C)C.[CH3:29][O:30][C:31]1[CH:32]=[C:33]([N:37]2[CH2:42][CH2:41][NH:40][CH2:39][CH2:38]2)[CH:34]=[CH:35][CH:36]=1. The catalyst is ClCCl. The product is [F:1][C:2]1[CH:7]=[CH:6][CH:5]=[CH:4][C:3]=1[C:8]1[C:12]([C:13]([N:40]2[CH2:39][CH2:38][N:37]([C:33]3[CH:34]=[CH:35][CH:36]=[C:31]([O:30][CH3:29])[CH:32]=3)[CH2:42][CH2:41]2)=[O:15])=[C:11]([CH3:16])[O:10][N:9]=1. The yield is 0.860. (2) The reactants are [CH2:1]([O:8][C:9]1[C:10]([C:32]([OH:34])=O)=[N:11][C:12]([CH2:16][C:17]2([C:22]3[CH:27]=[CH:26][C:25]([C:28]([F:31])([F:30])[F:29])=[CH:24][CH:23]=3)[CH2:21][CH2:20][CH2:19][CH2:18]2)=[N:13][C:14]=1[OH:15])[C:2]1[CH:7]=[CH:6][CH:5]=[CH:4][CH:3]=1.[Si:35]([O:42][CH2:43][CH2:44][NH:45][CH:46]([CH3:48])[CH3:47])([C:38]([CH3:41])([CH3:40])[CH3:39])([CH3:37])[CH3:36].[Si](OCCN(C(C)C)C(C1C(OCC2C=CC=CC=2)=C(O)N=C(CC2(C3C=C(Cl)C=CC=3Cl)CCCC2)N=1)=O)(C(C)(C)C)(C)C. No catalyst specified. The product is [Si:35]([O:42][CH2:43][CH2:44][N:45]([CH:46]([CH3:48])[CH3:47])[C:32]([C:10]1[C:9]([O:8][CH2:1][C:2]2[CH:3]=[CH:4][CH:5]=[CH:6][CH:7]=2)=[C:14]([OH:15])[N:13]=[C:12]([CH2:16][C:17]2([C:22]3[CH:23]=[CH:24][C:25]([C:28]([F:30])([F:29])[F:31])=[CH:26][CH:27]=3)[CH2:18][CH2:19][CH2:20][CH2:21]2)[N:11]=1)=[O:34])([C:38]([CH3:41])([CH3:40])[CH3:39])([CH3:37])[CH3:36]. The yield is 0.525. (3) The reactants are [CH3:1][N:2]1[CH2:7][CH2:6][N:5]([C:8]2[CH:13]=[CH:12][C:11]([NH:14][C:15]3[N:20]=[C:19]([NH:21][C:22]4[CH:23]=[C:24]([CH2:28][C:29]#[N:30])[CH:25]=[CH:26][CH:27]=4)[CH:18]=[CH:17][N:16]=3)=[CH:10][C:9]=2[C:31]([F:34])([F:33])[F:32])[CH2:4][CH2:3]1.[OH:35][S:36]([OH:39])(=[O:38])=[O:37]. The catalyst is CC(O)C. The product is [S:36]([OH:39])([OH:38])(=[O:37])=[O:35].[CH3:1][N:2]1[CH2:7][CH2:6][N:5]([C:8]2[CH:13]=[CH:12][C:11]([NH:14][C:15]3[N:20]=[C:19]([NH:21][C:22]4[CH:23]=[C:24]([CH2:28][C:29]#[N:30])[CH:25]=[CH:26][CH:27]=4)[CH:18]=[CH:17][N:16]=3)=[CH:10][C:9]=2[C:31]([F:33])([F:34])[F:32])[CH2:4][CH2:3]1. The yield is 0.680. (4) The reactants are [CH2:1]([O:4][C:5]1[CH:12]=[CH:11][C:8]([CH:9]=O)=[CH:7][CH:6]=1)[CH2:2][CH3:3].[CH3:13][C:14]([C:16]1[CH:21]=[C:20]([O:22][CH3:23])[CH:19]=[C:18]([O:24][CH3:25])[CH:17]=1)=[O:15].[OH-].[Na+]. The catalyst is CO. The product is [CH2:1]([O:4][C:5]1[CH:12]=[CH:11][C:8](/[CH:9]=[CH:13]/[C:14]([C:16]2[CH:17]=[C:18]([O:24][CH3:25])[CH:19]=[C:20]([O:22][CH3:23])[CH:21]=2)=[O:15])=[CH:7][CH:6]=1)[CH2:2][CH3:3]. The yield is 0.930. (5) The reactants are [I:1][C:2]1[CH:3]=[N:4][NH:5][CH:6]=1.C([O-])([O-])=O.[K+].[K+].Br[CH:14]1[CH2:18][CH2:17][CH2:16][CH2:15]1. The catalyst is CN(C=O)C. The product is [CH:14]1([N:4]2[CH:3]=[C:2]([I:1])[CH:6]=[N:5]2)[CH2:18][CH2:17][CH2:16][CH2:15]1. The yield is 0.895.